This data is from Reaction yield outcomes from USPTO patents with 853,638 reactions. The task is: Predict the reaction yield, written as a fraction of the theoretical maximum amount of product (1.0 means a 100% yield; for example, 0.34 means a 34% yield). (1) The reactants are [Cl:1][C:2]1[CH:7]=[C:6]([NH:8][C:9]2[CH:14]=[CH:13][CH:12]=[C:11]([N+:15]([O-:17])=[O:16])[CH:10]=2)[CH:5]=[CH:4][N:3]=1.CCN(CC)CC.[O:25](C(OC(C)(C)C)=O)[C:26]([O:28][C:29]([CH3:32])([CH3:31])[CH3:30])=O. The catalyst is C1COCC1.CN(C1C=CN=CC=1)C. The yield is 0.965. The product is [Cl:1][C:2]1[CH:7]=[C:6]([N:8]([C:9]2[CH:14]=[CH:13][CH:12]=[C:11]([N+:15]([O-:17])=[O:16])[CH:10]=2)[C:26](=[O:25])[O:28][C:29]([CH3:32])([CH3:31])[CH3:30])[CH:5]=[CH:4][N:3]=1. (2) The reactants are [F:1][C:2]1[CH:8]=[CH:7][C:5]([NH2:6])=[CH:4][C:3]=1[N+:9]([O-:11])=[O:10].[C:12](OC(=O)C)(=[O:14])[CH3:13]. No catalyst specified. The product is [F:1][C:2]1[CH:8]=[CH:7][C:5]([NH:6][C:12](=[O:14])[CH3:13])=[CH:4][C:3]=1[N+:9]([O-:11])=[O:10]. The yield is 0.700. (3) The reactants are C(OC(N[C@@H](C(C)C)C(O)=O)=O)(C)(C)C.C(OC(NC(C(C)(C)C)C(O)=O)=O)(C)(C)C.NCCO.C(OC(=O)NC(C(=O)NC1C2C(=CC=CC=2)CC1O)C(C)(C)C)(C)(C)C.ClNC(=O)[O-].C([O:69][C:70]([C:72]1([NH:77][C:78]([CH:80]2[CH2:84][CH:83]([O:85][C:86]3[C:95]4[C:90](=[CH:91][C:92]([O:96][CH3:97])=[CH:93][CH:94]=4)[N:89]=[C:88]([C:98]4[CH:103]=[CH:102][CH:101]=[CH:100][CH:99]=4)[CH:87]=3)[CH2:82][N:81]2[C:104](=[O:124])[NH:105][CH:106]([C:111](=[O:123])[NH:112][CH:113]2C3C(=CC=CC=3)C[CH:114]2[OH:122])[C:107](C)([CH3:109])[CH3:108])=[O:79])[CH2:74][CH:73]1[CH:75]=[CH2:76])=[O:71])C. No catalyst specified. The product is [OH:122][CH2:114][CH2:113][NH:112][C:111]([C@@H:106]([NH:105][C:104]([N:81]1[CH2:82][C@H:83]([O:85][C:86]2[C:95]3[C:90](=[CH:91][C:92]([O:96][CH3:97])=[CH:93][CH:94]=3)[N:89]=[C:88]([C:98]3[CH:99]=[CH:100][CH:101]=[CH:102][CH:103]=3)[CH:87]=2)[CH2:84][C@H:80]1[C:78]([NH:77][C@:72]1([C:70]([OH:71])=[O:69])[CH2:74][C@H:73]1[CH:75]=[CH2:76])=[O:79])=[O:124])[CH:107]([CH3:109])[CH3:108])=[O:123]. The yield is 0.0800. (4) The reactants are [F:1][C:2]1[CH:7]=[C:6]([F:8])[C:5]([F:9])=[CH:4][C:3]=1[CH2:10][C@H:11]([OH:14])[CH2:12]Cl.[OH-].[Na+]. The catalyst is CO. The product is [F:1][C:2]1[CH:7]=[C:6]([F:8])[C:5]([F:9])=[CH:4][C:3]=1[CH2:10][C@H:11]1[CH2:12][O:14]1. The yield is 0.850. (5) The reactants are Cl.[Br:2][C:3]1[C:8]2=[N:9][C:10](O)=[CH:11][C:12](=[O:13])[N:7]2[CH:6]=[C:5]([CH3:15])[CH:4]=1.C(N(CC)CC)C.CS(Cl)(=O)=O.[NH:28]1[CH2:33][CH2:32][O:31][CH2:30][CH2:29]1. The catalyst is C1COCC1.O. The product is [Br:2][C:3]1[C:8]2=[N:9][C:10]([N:28]3[CH2:33][CH2:32][O:31][CH2:30][CH2:29]3)=[CH:11][C:12](=[O:13])[N:7]2[CH:6]=[C:5]([CH3:15])[CH:4]=1. The yield is 0.940. (6) The product is [Cl:9][C:6]1[C:7]([CH3:8])=[C:2]([C:32]2[CH:31]=[N:30][N:29]([CH2:28][CH2:27][N:26]([CH3:43])[CH3:25])[CH:33]=2)[C:3]([O:23][CH3:24])=[C:4]([CH:10]([N:12]2[C:16]3=[N:17][CH:18]=[N:19][C:20]([NH2:21])=[C:15]3[C:14]([CH3:22])=[N:13]2)[CH3:11])[CH:5]=1. The catalyst is C(#N)C.C1C=CC(P(C2C=CC=CC=2)[C-]2C=CC=C2)=CC=1.C1C=CC(P(C2C=CC=CC=2)[C-]2C=CC=C2)=CC=1.Cl[Pd]Cl.[Fe+2].O. The reactants are Br[C:2]1[C:3]([O:23][CH3:24])=[C:4]([CH:10]([N:12]2[C:16]3=[N:17][CH:18]=[N:19][C:20]([NH2:21])=[C:15]3[C:14]([CH3:22])=[N:13]2)[CH3:11])[CH:5]=[C:6]([Cl:9])[C:7]=1[CH3:8].[CH3:25][N:26]([CH3:43])[CH2:27][CH2:28][N:29]1[CH:33]=[C:32](B2OC(C)(C)C(C)(C)O2)[CH:31]=[N:30]1.C(=O)([O-])[O-].[Na+].[Na+].ClCCl.N#N. The yield is 0.280. (7) The reactants are [OH:1][CH2:2][CH:3]([CH2:5][OH:6])[OH:4].O.[C:8]1(C)[CH:13]=CC(S(O)(=O)=O)=C[CH:9]=1. The catalyst is CC(C)=O. The product is [CH3:9][C:8]1([CH3:13])[O:4][CH:3]([CH2:5][OH:6])[CH2:2][O:1]1. The yield is 0.910.